Dataset: Forward reaction prediction with 1.9M reactions from USPTO patents (1976-2016). Task: Predict the product of the given reaction. (1) Given the reactants [CH3:1][O:2][CH2:3][CH2:4][NH2:5].[CH3:6][C:7]1[N:12]=[C:11]([C:13](=[O:16])[CH:14]=[CH2:15])[CH:10]=[CH:9][CH:8]=1.[Cl-].[NH4+], predict the reaction product. The product is: [CH3:1][O:2][CH2:3][CH2:4][NH:5][CH2:15][CH2:14][C:13]([C:11]1[CH:10]=[CH:9][CH:8]=[C:7]([CH3:6])[N:12]=1)=[O:16]. (2) Given the reactants [CH3:1][C:2]([CH3:23])([CH2:20][CH2:21][CH3:22])[CH2:3][CH2:4][C:5]([N:7]1[CH:11]([CH3:12])[CH:10]([C:13]2[CH:18]=[CH:17][CH:16]=[CH:15][CH:14]=2)[O:9][C:8]1=[O:19])=[O:6].C[Si]([N-][Si](C)(C)C)(C)C.[Na+].[C:34]([O:38][C:39](=[O:42])[CH2:40]Br)([CH3:37])([CH3:36])[CH3:35], predict the reaction product. The product is: [C:34]([O:38][C:39](=[O:42])[CH2:40][C@@H:4]([C:5]([N:7]1[C@@H:11]([CH3:12])[C@@H:10]([C:13]2[CH:14]=[CH:15][CH:16]=[CH:17][CH:18]=2)[O:9][C:8]1=[O:19])=[O:6])[CH2:3][C:2]([CH3:1])([CH3:23])[CH2:20][CH2:21][CH3:22])([CH3:37])([CH3:36])[CH3:35].